From a dataset of TCR-epitope binding with 47,182 pairs between 192 epitopes and 23,139 TCRs. Binary Classification. Given a T-cell receptor sequence (or CDR3 region) and an epitope sequence, predict whether binding occurs between them. (1) The epitope is PKYVKQNTLKLAT. The TCR CDR3 sequence is CASSTSSGAYEQYF. Result: 0 (the TCR does not bind to the epitope). (2) The epitope is KLGGALQAK. The TCR CDR3 sequence is CATHLRTAQETQYF. Result: 0 (the TCR does not bind to the epitope). (3) The epitope is SLYNTVATL. The TCR CDR3 sequence is CASSDSLGSPLHF. Result: 0 (the TCR does not bind to the epitope). (4) The TCR CDR3 sequence is CASSDVAPAPFYGYTF. Result: 0 (the TCR does not bind to the epitope). The epitope is TPRVTGGGAM. (5) The epitope is TAFTIPSI. The TCR CDR3 sequence is CSVPTSGGSNEQFF. Result: 0 (the TCR does not bind to the epitope). (6) The epitope is SEVGPEHSLAEY. The TCR CDR3 sequence is CASSGLASRTDTQYF. Result: 0 (the TCR does not bind to the epitope).